This data is from Full USPTO retrosynthesis dataset with 1.9M reactions from patents (1976-2016). The task is: Predict the reactants needed to synthesize the given product. (1) Given the product [CH3:1][O:2][C:3]1[CH:4]=[C:5]2[C:10](=[CH:11][CH:12]=1)[N:9]=[C:8]([NH:13][C@H:14]1[CH2:18][CH2:17][C@H:16]([NH:19][CH2:20][C:6]3[C:5]4[C:4](=[CH:3][CH:12]=[CH:11][CH:10]=4)[N:23]([CH3:22])[CH:7]=3)[CH2:15]1)[CH:7]=[C:6]2[CH3:20], predict the reactants needed to synthesize it. The reactants are: [CH3:1][O:2][C:3]1[CH:4]=[C:5]2[C:10](=[CH:11][CH:12]=1)[N:9]=[C:8]([NH:13][C@H:14]1[CH2:18][CH2:17][C@H:16]([NH2:19])[CH2:15]1)[CH:7]=[C:6]2[CH3:20].[BH3-][C:22]#[N:23].[Na+]. (2) Given the product [C:38]12([NH:48][C:14]([C:7]3[N:6]=[C:5]([CH2:1][CH2:2][CH2:3][CH3:4])[N:9]4[CH:10]=[CH:11][CH:12]=[CH:13][C:8]=34)=[O:16])[CH2:45][CH:44]3[CH2:43][CH:42]([CH2:41][CH:40]([CH2:46]3)[CH2:39]1)[CH2:47]2, predict the reactants needed to synthesize it. The reactants are: [CH2:1]([C:5]1[N:9]2[CH:10]=[CH:11][CH:12]=[CH:13][C:8]2=[C:7]([C:14]([OH:16])=O)[N:6]=1)[CH2:2][CH2:3][CH3:4].C(Cl)CCl.C1C=CC2N(O)N=NC=2C=1.CCN(CC)CC.[C:38]12([NH2:48])[CH2:47][CH:42]3[CH2:43][CH:44]([CH2:46][CH:40]([CH2:41]3)[CH2:39]1)[CH2:45]2. (3) Given the product [C:34]([O:33][C:32](=[O:38])[NH:31][CH:28]1[CH2:29][CH2:30][N:25]([C:2]2[N:7]=[N:6][C:5]([C:8]3[CH:13]=[CH:12][C:11]([C:14]([F:15])([F:17])[F:16])=[CH:10][CH:9]=3)=[C:4]([C:18]3[CH:23]=[CH:22][N:21]=[CH:20][C:19]=3[Cl:24])[CH:3]=2)[CH2:26][CH2:27]1)([CH3:37])([CH3:35])[CH3:36], predict the reactants needed to synthesize it. The reactants are: Cl[C:2]1[N:7]=[N:6][C:5]([C:8]2[CH:13]=[CH:12][C:11]([C:14]([F:17])([F:16])[F:15])=[CH:10][CH:9]=2)=[C:4]([C:18]2[CH:23]=[CH:22][N:21]=[CH:20][C:19]=2[Cl:24])[CH:3]=1.[NH:25]1[CH2:30][CH2:29][CH:28]([NH:31][C:32](=[O:38])[O:33][C:34]([CH3:37])([CH3:36])[CH3:35])[CH2:27][CH2:26]1. (4) Given the product [F:1][C:2]1[CH:3]=[C:4]([CH2:12][C:13]([O:15][CH3:17])=[O:14])[CH:5]=[C:6]([C:8]([F:11])([F:10])[F:9])[CH:7]=1, predict the reactants needed to synthesize it. The reactants are: [F:1][C:2]1[CH:3]=[C:4]([CH2:12][C:13]([OH:15])=[O:14])[CH:5]=[C:6]([C:8]([F:11])([F:10])[F:9])[CH:7]=1.Cl.[CH3:17]O. (5) Given the product [O:23]1[C:24]2[C:25](=[N:26][CH:27]=[CH:28][CH:29]=2)[O:30][C@@H:21]([C:18]2[CH:19]=[CH:20][C:15]([CH2:14][N:11]3[CH2:12][CH2:13][C:33]([CH3:32])([OH:39])[CH2:9][CH2:10]3)=[CH:16][CH:17]=2)[CH2:22]1, predict the reactants needed to synthesize it. The reactants are: C(OC(N1[CH2:13][CH2:12][N:11]([CH2:14][C:15]2[CH:20]=[CH:19][C:18]([C@@H:21]3[O:30][C:25]4=[N:26][CH:27]=[CH:28][CH:29]=[C:24]4[O:23][CH2:22]3)=[CH:17][CH:16]=2)[CH2:10][CH2:9]1)=O)(C)(C)C.Cl.[CH3:32][C:33]1([OH:39])CCNCC1.